From a dataset of Forward reaction prediction with 1.9M reactions from USPTO patents (1976-2016). Predict the product of the given reaction. (1) Given the reactants [Cl:1][C:2]1[C:3]([C:45](=[O:55])[N:46]([CH2:51][CH2:52][CH2:53][CH3:54])[CH2:47][CH2:48][CH2:49][CH3:50])=[N:4][N:5]([C:11]2[CH:16]=[CH:15][C:14]([C:17](=[O:32])[NH:18][S:19]([C:22]3[CH:31]=[CH:30][C:29]4[C:24](=[CH:25][CH:26]=[CH:27][CH:28]=4)[CH:23]=3)(=[O:21])=[O:20])=[CH:13][C:12]=2[C:33]([N:35]2[CH2:44][CH2:43][C:42]3[C:37](=[CH:38][CH:39]=[CH:40][CH:41]=3)[CH2:36]2)=[O:34])[C:6]=1[CH2:7][C:8](O)=[O:9].C1N=CN(C(N2C=NC=C2)=O)C=1.[CH:68]1([S:71]([NH2:74])(=[O:73])=[O:72])[CH2:70][CH2:69]1.C1CCN2C(=NCCC2)CC1, predict the reaction product. The product is: [CH2:51]([N:46]([CH2:47][CH2:48][CH2:49][CH3:50])[C:45]([C:3]1[C:2]([Cl:1])=[C:6]([CH2:7][C:8]([NH:74][S:71]([CH:68]2[CH2:70][CH2:69]2)(=[O:73])=[O:72])=[O:9])[N:5]([C:11]2[CH:16]=[CH:15][C:14]([C:17](=[O:32])[NH:18][S:19]([C:22]3[CH:31]=[CH:30][C:29]4[C:24](=[CH:25][CH:26]=[CH:27][CH:28]=4)[CH:23]=3)(=[O:21])=[O:20])=[CH:13][C:12]=2[C:33]([N:35]2[CH2:44][CH2:43][C:42]3[C:37](=[CH:38][CH:39]=[CH:40][CH:41]=3)[CH2:36]2)=[O:34])[N:4]=1)=[O:55])[CH2:52][CH2:53][CH3:54]. (2) Given the reactants [H-].[H-].[H-].[H-].[Li+].[Al+3].[C:7]([C:9]1[CH:10]=[C:11]2[C:15](=[CH:16][C:17]=1[CH3:18])[NH:14][CH:13]=[CH:12]2)#[N:8], predict the reaction product. The product is: [CH3:18][C:17]1[CH:16]=[C:15]2[C:11]([CH:12]=[CH:13][NH:14]2)=[CH:10][C:9]=1[CH2:7][NH2:8]. (3) The product is: [Cl:1][C:2]1[CH:3]=[C:4]([CH:14]=[CH:15][C:16]=1[Cl:17])[CH2:5][N:6]1[CH2:11][CH2:10][O:9][CH:8]([CH2:12][NH:13][C:19]([NH:18][CH2:21][CH2:22][C:23]2[CH:28]=[CH:27][CH:26]=[CH:25][CH:24]=2)=[O:20])[CH2:7]1. Given the reactants [Cl:1][C:2]1[CH:3]=[C:4]([CH:14]=[CH:15][C:16]=1[Cl:17])[CH2:5][N:6]1[CH2:11][CH2:10][O:9][CH:8]([CH2:12][NH2:13])[CH2:7]1.[N:18]([CH2:21][CH2:22][C:23]1[CH:28]=[CH:27][CH:26]=[CH:25][CH:24]=1)=[C:19]=[O:20], predict the reaction product. (4) Given the reactants [Cl:1][C:2]1[C:9]([OH:10])=[CH:8][CH:7]=[C:6]([Cl:11])[C:3]=1[CH:4]=O.[NH:12]1[CH2:16][CH2:15][CH2:14][CH2:13]1.C(O[BH-](OC(=O)C)OC(=O)C)(=O)C.[Na+].C([O-])([O-])=O.[K+].[K+], predict the reaction product. The product is: [Cl:1][C:2]1[C:3]([CH2:4][N:12]2[CH2:16][CH2:15][CH2:14][CH2:13]2)=[C:6]([Cl:11])[CH:7]=[CH:8][C:9]=1[OH:10]. (5) Given the reactants C([O:4][CH2:5][C:6]1[CH:11]=[C:10]([O:12][CH2:13][CH2:14][CH2:15][S:16]([CH3:19])(=[O:18])=[O:17])[CH:9]=[C:8]([CH3:20])[C:7]=1[C:21]1[CH:26]=[CH:25][CH:24]=[C:23]([CH2:27][O:28][C:29]2[CH:42]=[CH:41][C:32]3[C@H:33]([CH2:36][C:37]([O:39]C)=[O:38])[CH2:34][O:35][C:31]=3[CH:30]=2)[CH:22]=1)(=O)C.CO.[OH-].[Na+].Cl, predict the reaction product. The product is: [OH:4][CH2:5][C:6]1[CH:11]=[C:10]([O:12][CH2:13][CH2:14][CH2:15][S:16]([CH3:19])(=[O:18])=[O:17])[CH:9]=[C:8]([CH3:20])[C:7]=1[C:21]1[CH:26]=[CH:25][CH:24]=[C:23]([CH2:27][O:28][C:29]2[CH:42]=[CH:41][C:32]3[C@H:33]([CH2:36][C:37]([OH:39])=[O:38])[CH2:34][O:35][C:31]=3[CH:30]=2)[CH:22]=1. (6) Given the reactants [Br:1][C:2]1[CH:3]=[C:4]2[C:9](=[CH:10][CH:11]=1)[N:8]([CH3:12])[C:7](=[O:13])[CH:6]([CH3:14])[N:5]2[CH2:15][C:16]1[C:21](F)=[CH:20][CH:19]=[CH:18][C:17]=1F.[H-].[Na+].CI.CN([CH:31]=[O:32])C, predict the reaction product. The product is: [Br:1][C:2]1[CH:3]=[C:4]2[C:9](=[CH:10][CH:11]=1)[N:8]([CH3:12])[C:7](=[O:13])[C@@H:6]([CH3:14])[N:5]2[CH2:15][C:16]1[CH:21]=[CH:20][C:19]([O:32][CH3:31])=[CH:18][CH:17]=1.